The task is: Predict the product of the given reaction.. This data is from Forward reaction prediction with 1.9M reactions from USPTO patents (1976-2016). (1) Given the reactants C([O:8][CH2:9][C@H:10]1[N:14]2[N:15]=[C:16]([C:25]3[CH:30]=[CH:29][CH:28]=[C:27]([CH3:31])[N:26]=3)[C:17]([C:18]3[CH:23]=[CH:22][C:21]([F:24])=[CH:20][CH:19]=3)=[C:13]2[CH2:12][CH2:11]1)C1C=CC=CC=1.C[Si](I)(C)C, predict the reaction product. The product is: [F:24][C:21]1[CH:22]=[CH:23][C:18]([C:17]2[C:16]([C:25]3[CH:30]=[CH:29][CH:28]=[C:27]([CH3:31])[N:26]=3)=[N:15][N:14]3[C@H:10]([CH2:9][OH:8])[CH2:11][CH2:12][C:13]=23)=[CH:19][CH:20]=1. (2) Given the reactants [F:1][C:2]([F:7])([F:6])[C:3]([OH:5])=[O:4].[F:8][C:9]([F:14])([F:13])[C:10]([OH:12])=[O:11].FC(F)(F)C(O)=O.[Cl:22][C:23]1[CH:24]=[N:25][C:26]2[NH:27][C:28]3[CH:29]=[N:30][CH:31]=[C:32]([CH:52]=3)[CH2:33][CH2:34][C:35]3[CH:43]=[C:39]([NH:40][C:41]=1[N:42]=2)[CH:38]=[CH:37][C:36]=3[O:44][CH2:45][CH:46]1[CH2:51][CH2:50][NH:49][CH2:48][CH2:47]1.[CH3:53][C:54]1[O:58][N:57]=[C:56]([C:59](Cl)=[O:60])[CH:55]=1, predict the reaction product. The product is: [F:1][C:2]([F:7])([F:6])[C:3]([OH:5])=[O:4].[F:8][C:9]([F:14])([F:13])[C:10]([OH:12])=[O:11].[Cl:22][C:23]1[CH:24]=[N:25][C:26]2[NH:27][C:28]3[CH:29]=[N:30][CH:31]=[C:32]([CH:52]=3)[CH2:33][CH2:34][C:35]3[CH:43]=[C:39]([NH:40][C:41]=1[N:42]=2)[CH:38]=[CH:37][C:36]=3[O:44][CH2:45][CH:46]1[CH2:51][CH2:50][N:49]([C:59]([C:56]2[CH:55]=[C:54]([CH3:53])[O:58][N:57]=2)=[O:60])[CH2:48][CH2:47]1.